Task: Predict which catalyst facilitates the given reaction.. Dataset: Catalyst prediction with 721,799 reactions and 888 catalyst types from USPTO Reactant: [OH:1][CH2:2][CH2:3][CH2:4][O:5][CH2:6][CH2:7][NH:8]C(=O)OC(C)(C)C.[ClH:16]. Product: [ClH:16].[NH2:8][CH2:7][CH2:6][O:5][CH2:4][CH2:3][CH2:2][OH:1]. The catalyst class is: 8.